Dataset: Forward reaction prediction with 1.9M reactions from USPTO patents (1976-2016). Task: Predict the product of the given reaction. (1) Given the reactants [NH2:1][C:2]1[CH:22]=[CH:21][C:5]([O:6][C:7]2[CH:12]=[CH:11][C:10]([NH:13][C:14](=[O:20])[O:15][C:16]([CH3:19])([CH3:18])[CH3:17])=[CH:9][CH:8]=2)=[CH:4][C:3]=1[C:23]#[N:24].[CH:25]([C:28]1[CH:33]=[CH:32][C:31]([S:34](Cl)(=[O:36])=[O:35])=[CH:30][CH:29]=1)([CH3:27])[CH3:26], predict the reaction product. The product is: [C:23]([C:3]1[CH:4]=[C:5]([CH:21]=[CH:22][C:2]=1[NH:1][S:34]([C:31]1[CH:32]=[CH:33][C:28]([CH:25]([CH3:27])[CH3:26])=[CH:29][CH:30]=1)(=[O:36])=[O:35])[O:6][C:7]1[CH:8]=[CH:9][C:10]([NH:13][C:14](=[O:20])[O:15][C:16]([CH3:19])([CH3:18])[CH3:17])=[CH:11][CH:12]=1)#[N:24]. (2) Given the reactants [H-].[Na+].[F:3][C:4]1([F:10])[CH2:7][CH:6]([CH2:8][OH:9])[CH2:5]1.Cl[C:12]1[C:17]([Cl:18])=[CH:16][CH:15]=[CH:14][N:13]=1.Cl, predict the reaction product. The product is: [Cl:18][C:17]1[C:12]([O:9][CH2:8][CH:6]2[CH2:7][C:4]([F:10])([F:3])[CH2:5]2)=[N:13][CH:14]=[CH:15][CH:16]=1. (3) Given the reactants [Cl:1][C:2]1[N:9]=[C:8]([Cl:10])[CH:7]=[CH:6][C:3]=1[CH:4]=O.[NH2:11][CH2:12][CH:13]([C:15]1[CH:20]=[CH:19][CH:18]=[C:17]([CH3:21])[N:16]=1)[OH:14].C(O)(=O)C.C([BH3-])#N.[Na+].C(N(CC)CC)C, predict the reaction product. The product is: [NH3:9].[Cl:1][C:2]1[C:3]([CH2:4][NH:11][CH2:12][CH:13]([C:15]2[CH:20]=[CH:19][CH:18]=[C:17]([CH3:21])[N:16]=2)[OH:14])=[CH:6][CH:7]=[C:8]([Cl:10])[N:9]=1. (4) Given the reactants [B-](F)(F)(F)F.[B-](F)(F)(F)F.C1[N+]2(CCl)CC[N+]([F:21])(CC2)C1.[CH3:22][N:23]([CH3:43])/[CH:24]=[CH:25]/[C:26]([C:28]1[N:32]([CH:33]2[CH2:38][CH2:37][O:36][CH2:35][CH2:34]2)[C:31]([C:39]([F:42])([F:41])[F:40])=[N:30][CH:29]=1)=[O:27], predict the reaction product. The product is: [CH3:43][N:23]([CH3:22])/[CH:24]=[C:25](\[F:21])/[C:26]([C:28]1[N:32]([CH:33]2[CH2:38][CH2:37][O:36][CH2:35][CH2:34]2)[C:31]([C:39]([F:42])([F:40])[F:41])=[N:30][CH:29]=1)=[O:27].